From a dataset of Peptide-MHC class II binding affinity with 134,281 pairs from IEDB. Regression. Given a peptide amino acid sequence and an MHC pseudo amino acid sequence, predict their binding affinity value. This is MHC class II binding data. (1) The peptide sequence is PDKPSLDISLETVAID. The MHC is HLA-DQA10303-DQB10402 with pseudo-sequence HLA-DQA10303-DQB10402. The binding affinity (normalized) is 0. (2) The peptide sequence is IFSQNMNIKLQMPLY. The MHC is HLA-DPA10201-DPB11401 with pseudo-sequence HLA-DPA10201-DPB11401. The binding affinity (normalized) is 0.244.